This data is from Catalyst prediction with 721,799 reactions and 888 catalyst types from USPTO. The task is: Predict which catalyst facilitates the given reaction. (1) Reactant: CN(CCN(C)C)C.[Li+].CC([N-]C(C)C)C.[Br:17][C:18]1[CH:19]=[N:20][CH:21]=[CH:22][CH:23]=1.CN([CH:27]=[O:28])C. Product: [Br:17][C:18]1[CH:19]=[N:20][CH:21]=[CH:22][C:23]=1[CH:27]=[O:28]. The catalyst class is: 28. (2) Reactant: CC1C=CC(S(O[CH2:12][CH2:13][CH2:14][NH:15][C:16]2[CH:21]=[CH:20][C:19]([C:22]#[N:23])=[CH:18][CH:17]=2)(=O)=O)=CC=1.[CH2:24]1[CH:28]2[CH2:29][NH:30][CH2:31][CH:27]2[CH2:26][N:25]1[C:32]([O:34][C:35]([CH3:38])([CH3:37])[CH3:36])=[O:33].C([O-])([O-])=O.[K+].[K+]. Product: [C:22]([C:19]1[CH:18]=[CH:17][C:16]([NH:15][CH2:14][CH2:13][CH2:12][N:30]2[CH2:29][CH:28]3[CH2:24][N:25]([C:32]([O:34][C:35]([CH3:38])([CH3:37])[CH3:36])=[O:33])[CH2:26][CH:27]3[CH2:31]2)=[CH:21][CH:20]=1)#[N:23]. The catalyst class is: 23. (3) Reactant: [C:1]([CH:3]1[O:7]C(=O)[NH:5][C@@:4]1([CH2:10][CH2:11][C:12]1[CH:17]=[CH:16][C:15]([O:18][CH2:19][CH2:20][CH2:21][CH2:22][CH2:23][CH2:24][CH3:25])=[CH:14][CH:13]=1)[CH3:9])#[CH:2].[OH-].[Na+].CCOC(C)=O.C([O-])(O)=O.[Na+]. Product: [NH2:5][C:4]([CH3:9])([CH2:10][CH2:11][C:12]1[CH:13]=[CH:14][C:15]([O:18][CH2:19][CH2:20][CH2:21][CH2:22][CH2:23][CH2:24][CH3:25])=[CH:16][CH:17]=1)[C@H:3]([OH:7])[C:1]#[CH:2]. The catalyst class is: 8. (4) Reactant: [NH:1]1[CH:5]=[CH:4][CH:3]=[N:2]1.[N:6]#[C:7][NH2:8].[ClH:9]. Product: [ClH:9].[N:1]1([C:7]([NH2:8])=[NH:6])[CH:5]=[CH:4][CH:3]=[N:2]1. The catalyst class is: 216. (5) Reactant: [N:1]1(C(OC(Cl)C)=O)[CH2:6][CH:5]=[C:4]([C:7]([O:9][CH2:10][CH3:11])=[O:8])[CH2:3][CH2:2]1. Product: [NH:1]1[CH2:2][CH:3]=[C:4]([C:7]([O:9][CH2:10][CH3:11])=[O:8])[CH2:5][CH2:6]1. The catalyst class is: 5.